This data is from Forward reaction prediction with 1.9M reactions from USPTO patents (1976-2016). The task is: Predict the product of the given reaction. (1) The product is: [CH3:8][C:9]1[N:14]2[CH:15]=[C:16]([CH:18]([S:19][C:20]3[NH:21][CH:22]=[C:23]([C:25]4[CH:30]=[CH:29][CH:28]=[CH:27][CH:26]=4)[N:24]=3)[CH2:33][CH2:34][N:35]3[CH2:40][CH2:39][O:38][CH2:37][CH2:36]3)[N:17]=[C:13]2[N:12]=[C:11]([CH3:31])[CH:10]=1. Given the reactants C[Li].CCOCC.[CH3:8][C:9]1[N:14]2[CH:15]=[C:16]([CH2:18][S:19][C:20]3[NH:21][CH:22]=[C:23]([C:25]4[CH:30]=[CH:29][CH:28]=[CH:27][CH:26]=4)[N:24]=3)[N:17]=[C:13]2[N:12]=[C:11]([CH3:31])[CH:10]=1.Cl[CH2:33][CH2:34][N:35]1[CH2:40][CH2:39][O:38][CH2:37][CH2:36]1, predict the reaction product. (2) Given the reactants [C:1]([O:5][C:6]([NH:8][CH2:9][C:10]1[CH:11]=[C:12]([CH:16]=[CH:17][CH:18]=1)[C:13]([OH:15])=O)=[O:7])([CH3:4])([CH3:3])[CH3:2].Cl.[NH2:20][C@H:21]1[CH2:25][CH2:24][O:23][C:22]1=[O:26].CCN=C=NCCCN(C)C.Cl.C1C=CC2N(O)N=NC=2C=1.CN1CCOCC1, predict the reaction product. The product is: [O:26]=[C:22]1[C@@H:21]([NH:20][C:13]([C:12]2[CH:11]=[C:10]([CH:18]=[CH:17][CH:16]=2)[CH2:9][NH:8][C:6](=[O:7])[O:5][C:1]([CH3:2])([CH3:3])[CH3:4])=[O:15])[CH2:25][CH2:24][O:23]1. (3) Given the reactants C(O[C:6]([N:8]1[CH2:12][C:11](=[N:13][O:14][CH3:15])[CH2:10][C@@H:9]1[C:16]([OH:18])=O)=[O:7])(C)(C)C.[C:19]1([C:28]2[CH:33]=[CH:32][CH:31]=[CH:30][CH:29]=2)[CH:24]=[CH:23][C:22](C(Cl)=O)=[CH:21][CH:20]=1.[NH2:34][CH2:35][CH:36]([C:38]1[CH:43]=[CH:42][CH:41]=[CH:40][CH:39]=1)[OH:37], predict the reaction product. The product is: [C:28]1([C:19]2[CH:20]=[CH:21][CH:22]=[CH:23][CH:24]=2)[CH:29]=[CH:30][C:31]([C:6]([N:8]2[CH2:12][C:11](=[N:13][O:14][CH3:15])[CH2:10][C@@H:9]2[C:16]([NH:34][CH2:35][CH:36]([OH:37])[C:38]2[CH:43]=[CH:42][CH:41]=[CH:40][CH:39]=2)=[O:18])=[O:7])=[CH:32][CH:33]=1. (4) Given the reactants [Cl:1][C:2]1[C:7]([F:8])=[C:6]([Cl:9])[CH:5]=[CH:4][C:3]=1[C:10]([N:12]1[CH2:17][CH2:16][NH:15][C:14](=O)[CH2:13]1)=[O:11].F[B-](F)(F)F.C[O+](C)C.[CH3:28][C:29]1[C:30]([C:34]([NH:36][NH2:37])=O)=[N:31][S:32][CH:33]=1, predict the reaction product. The product is: [Cl:1][C:2]1[C:7]([F:8])=[C:6]([Cl:9])[CH:5]=[CH:4][C:3]=1[C:10]([N:12]1[CH2:17][CH2:16][N:15]2[C:34]([C:30]3[C:29]([CH3:28])=[CH:33][S:32][N:31]=3)=[N:36][N:37]=[C:14]2[CH2:13]1)=[O:11]. (5) Given the reactants [I:1][C:2]1[CH:10]=[CH:9][C:8]([N+:11]([O-:13])=[O:12])=[CH:7][C:3]=1[C:4]([OH:6])=[O:5].S(=O)(=O)(O)O.[CH3:19]O, predict the reaction product. The product is: [I:1][C:2]1[CH:10]=[CH:9][C:8]([N+:11]([O-:13])=[O:12])=[CH:7][C:3]=1[C:4]([O:6][CH3:19])=[O:5]. (6) The product is: [C:1]([OH:4])(=[O:3])[CH3:2].[C:1]([OH:4])(=[O:3])[CH3:2].[NH2:28][C:26]1[N:25]=[CH:24][N:23]=[C:22]2[N:21]([C@H:29]3[CH2:30][CH2:31][C@H:32]([N:35]4[CH2:40][CH2:39][N:38]([CH3:41])[CH2:37][CH2:36]4)[CH2:33][CH2:34]3)[N:20]=[C:19]([C:16]3[CH:15]=[CH:14][C:13]([N:12]4[C:8](=[O:7])[CH2:9][C:10]([CH3:1])=[N:11]4)=[CH:18][CH:17]=3)[C:27]=12. Given the reactants [C:1]([OH:4])(=[O:3])[CH3:2].C([O:7][C:8]1[N:12]([C:13]2[CH:18]=[CH:17][C:16]([C:19]3[C:27]4[C:22](=[N:23][CH:24]=[N:25][C:26]=4[NH2:28])[N:21]([C@H:29]4[CH2:34][CH2:33][C@H:32]([N:35]5[CH2:40][CH2:39][N:38]([CH3:41])[CH2:37][CH2:36]5)[CH2:31][CH2:30]4)[N:20]=3)=[CH:15][CH:14]=2)[N:11]=[CH:10][CH:9]=1)C, predict the reaction product. (7) Given the reactants C(Cl)(=O)C(Cl)=O.CS(C)=O.[Br:11][C:12]1[CH:13]=[C:14]([C:20]2[NH:24][C@@H:23]3[CH2:25][CH2:26][CH2:27][CH2:28][C@H:22]3[N:21]=2)[C:15]([O:18][CH3:19])=[N:16][CH:17]=1.C(N(CC)CC)C, predict the reaction product. The product is: [Br:11][C:12]1[CH:13]=[C:14]([C:20]2[NH:21][C:22]3[CH2:28][CH2:27][CH2:26][CH2:25][C:23]=3[N:24]=2)[C:15]([O:18][CH3:19])=[N:16][CH:17]=1.